This data is from Catalyst prediction with 721,799 reactions and 888 catalyst types from USPTO. The task is: Predict which catalyst facilitates the given reaction. (1) Reactant: [C:1]([CH2:4][CH2:5][C:6]1[CH:51]=[CH:50][CH:49]=[CH:48][C:7]=1[O:8][CH2:9][CH2:10][O:11][CH:12]1[CH:17]([C:18]2[CH:23]=[CH:22][C:21]([O:24][CH2:25][CH2:26][CH2:27][O:28][CH2:29][C:30]3[CH:35]=[CH:34][CH:33]=[CH:32][C:31]=3[O:36][CH3:37])=[CH:20][CH:19]=2)[CH2:16][CH2:15][N:14]([C:38]([O:40][CH2:41][C:42]2[CH:47]=[CH:46][CH:45]=[CH:44][CH:43]=2)=[O:39])[CH2:13]1)(O)=[O:2].C[N:53](C)[CH:54]=[O:55].C(Cl)(=O)C(Cl)=O. Product: [OH:55][CH2:54][NH:53][C:1]([CH2:4][CH2:5][C:6]1[CH:51]=[CH:50][CH:49]=[CH:48][C:7]=1[O:8][CH2:9][CH2:10][O:11][CH:12]1[CH:17]([C:18]2[CH:23]=[CH:22][C:21]([O:24][CH2:25][CH2:26][CH2:27][O:28][CH2:29][C:30]3[CH:35]=[CH:34][CH:33]=[CH:32][C:31]=3[O:36][CH3:37])=[CH:20][CH:19]=2)[CH2:16][CH2:15][N:14]([C:38]([O:40][CH2:41][C:42]2[CH:43]=[CH:44][CH:45]=[CH:46][CH:47]=2)=[O:39])[CH2:13]1)=[O:2]. The catalyst class is: 4. (2) Reactant: [C:1]([O:5][C:6]([N:8]1[C@@H:12](/[CH:13]=[C:14](\Br)/[C:15]2[CH:20]=[CH:19][C:18]([Cl:21])=[CH:17][CH:16]=2)[CH2:11][O:10][C:9]1([CH3:24])[CH3:23])=[O:7])([CH3:4])([CH3:3])[CH3:2].[CH2:25]([Zn]CC)[CH3:26]. Product: [C:1]([O:5][C:6]([N:8]1[C@@H:12](/[CH:13]=[C:14](/[C:15]2[CH:20]=[CH:19][C:18]([Cl:21])=[CH:17][CH:16]=2)\[CH2:25][CH3:26])[CH2:11][O:10][C:9]1([CH3:24])[CH3:23])=[O:7])([CH3:4])([CH3:3])[CH3:2]. The catalyst class is: 56. (3) Reactant: [CH3:1][O:2][C:3]1([O:18][CH3:19])[C:8]([NH:9][C:10](=[O:16])[O:11][C:12]([CH3:15])([CH3:14])[CH3:13])=[CH:7][C:6](=[O:17])[CH:5]=[CH:4]1.[OH:20]O.[OH-].[Na+]. Product: [CH3:1][O:2][C:3]1([O:18][CH3:19])[C:8]([NH:9][C:10](=[O:16])[O:11][C:12]([CH3:15])([CH3:14])[CH3:13])=[CH:7][C:6](=[O:17])[CH:5]2[CH:4]1[O:20]2. The catalyst class is: 7. (4) Reactant: Br[C:2]1[CH:3]=[C:4]([C:7]([O:9][CH3:10])=[O:8])[S:5][CH:6]=1.C([O-])([O-])=O.[K+].[K+].[CH2:17]([N:20]1[C:24](B2OC(C)(C)C(C)(C)O2)=[CH:23][CH:22]=[N:21]1)[CH2:18][CH3:19]. Product: [CH2:17]([N:20]1[C:24]([C:2]2[CH:3]=[C:4]([C:7]([O:9][CH3:10])=[O:8])[S:5][CH:6]=2)=[CH:23][CH:22]=[N:21]1)[CH2:18][CH3:19]. The catalyst class is: 70. (5) Reactant: [NH2:1][CH2:2][C@H:3]1[CH2:7][N:6]([CH3:8])[CH2:5][C@@H:4]1[C:9]1[CH:18]=[CH:17][CH:16]=[C:15]([O:19][C:20]([F:23])([F:22])[F:21])[C:10]=1[C:11](OC)=[O:12].C[O-].[Na+]. The catalyst class is: 5. Product: [CH3:8][N:6]1[CH2:7][C@@H:3]2[C@H:4]([C:9]3[CH:18]=[CH:17][CH:16]=[C:15]([O:19][C:20]([F:23])([F:22])[F:21])[C:10]=3[C:11](=[O:12])[NH:1][CH2:2]2)[CH2:5]1. (6) Reactant: C([Cl:4])(=O)C.[OH:5][C@H:6]1[CH2:12][CH2:11][CH2:10][CH2:9][C@@H:8]([NH:13]C(=O)OC(C)(C)C)[CH2:7]1. Product: [ClH:4].[NH2:13][C@@H:8]1[CH2:9][CH2:10][CH2:11][CH2:12][C@H:6]([OH:5])[CH2:7]1. The catalyst class is: 5. (7) Reactant: C(N(CC)CC)C.[CH:8]([C:10]1[C:18]2[C:13](=[CH:14][CH:15]=[CH:16][CH:17]=2)[N:12](C(OC(C)(C)C)=O)[CH:11]=1)=[O:9].[CH3:26][O:27][C:28]1[CH:29]=[C:30]([N:34]=[CH:35][C:36]2[CH:43]=[CH:42][C:39]([C:40]#[N:41])=[CH:38][CH:37]=2)[CH:31]=[N:32][CH:33]=1. The catalyst class is: 433. Product: [NH:12]1[C:13]2[C:18](=[CH:17][CH:16]=[CH:15][CH:14]=2)[C:10]([C:8](=[O:9])[CH:35]([C:36]2[CH:43]=[CH:42][C:39]([C:40]#[N:41])=[CH:38][CH:37]=2)[NH:34][C:30]2[CH:31]=[N:32][CH:33]=[C:28]([O:27][CH3:26])[CH:29]=2)=[CH:11]1.